From a dataset of Experimentally validated miRNA-target interactions with 360,000+ pairs, plus equal number of negative samples. Binary Classification. Given a miRNA mature sequence and a target amino acid sequence, predict their likelihood of interaction. The miRNA is hsa-miR-26a-5p with sequence UUCAAGUAAUCCAGGAUAGGCU. The protein sequence of the target gene is MEHAAPLAVPLGQAEVFQALQRLHMTIFSQSVSPCGKFLAAGNNYGQIAIFSLSAALSSEAKEESKKPVVVFHAHDGPVYSMVSTDRHLLSAGDGEVKGWLWAEILKKGCKELWRRQPPYRTSLEVPEINALLLVPKENSLILAGGDCQLHSMDLETGAFTRALRGHTDYIHCLALRERSPEVLSGGEDGAVRLWDLRIAKEVQTIEVYKHEECSRPHNGRWIGCLATDSDWMVCGGGPALTLWHLRSSTPTTVFPIRAPQKHVTFYQDLILSAGQGCCVNHWQLSGELKAQVPGSSPGL.... Result: 0 (no interaction).